From a dataset of Reaction yield outcomes from USPTO patents with 853,638 reactions. Predict the reaction yield, written as a fraction of the theoretical maximum amount of product (1.0 means a 100% yield; for example, 0.34 means a 34% yield). (1) The reactants are Br.[C:2]([C:6]1[CH:11]=[CH:10][C:9](/[C:12](/[C:31]2[CH:36]=[CH:35][C:34]([S:37][CH3:38])=[C:33]([O:39]C)[N:32]=2)=[CH:13]\[C@@H:14]2[N:18](CC3C=CC(OC)=CC=3OC)[C:17](=[O:30])[CH2:16][CH2:15]2)=[CH:8][CH:7]=1)([CH3:5])([CH3:4])[CH3:3].O. The catalyst is O1CCOCC1. The product is [C:2]([C:6]1[CH:11]=[CH:10][C:9](/[C:12](/[C:31]2[NH:32][C:33](=[O:39])[C:34]([S:37][CH3:38])=[CH:35][CH:36]=2)=[CH:13]\[C@H:14]2[CH2:15][CH2:16][C:17](=[O:30])[NH:18]2)=[CH:8][CH:7]=1)([CH3:5])([CH3:3])[CH3:4]. The yield is 0.270. (2) The product is [Cl:9][C:7]1[CH:6]=[C:5]([CH3:10])[C:3]([NH2:4])=[C:2]([O:12][CH3:11])[CH:8]=1. The reactants are Br[C:2]1[CH:8]=[C:7]([Cl:9])[CH:6]=[C:5]([CH3:10])[C:3]=1[NH2:4].[CH3:11][O-:12].[Na+]. The catalyst is CO.[Cl-].[NH4+].[Cu](I)I. The yield is 0.750.